From a dataset of Full USPTO retrosynthesis dataset with 1.9M reactions from patents (1976-2016). Predict the reactants needed to synthesize the given product. Given the product [C:6]([O:13][C:12]([N:19]1[CH2:21][CH2:4][C:3]([C:2]2[CH:3]=[CH:4][CH:5]=[C:6]3[C:11]=2[CH:10]=[N:9][CH:8]=[CH:7]3)=[CH:2][CH2:18]1)=[O:15])([CH3:11])([CH3:7])[CH3:5], predict the reactants needed to synthesize it. The reactants are: Br[C:2]1[CH:3]=[CH:4][CH:5]=[C:6]2[C:11]=1[CH:10]=[N:9][CH:8]=[CH:7]2.[C:12](=[O:15])([O-])[O-:13].[K+].[K+].[CH3:18][N:19]([CH:21]=O)C.